The task is: Predict which catalyst facilitates the given reaction.. This data is from Catalyst prediction with 721,799 reactions and 888 catalyst types from USPTO. (1) Reactant: I[C:2]1[CH:10]=[CH:9][C:5]([C:6]([OH:8])=[O:7])=[CH:4][C:3]=1[CH3:11].C([O-])(=O)C.[K+].[CH3:17][C:18]1([CH3:34])[C:22]([CH3:24])([CH3:23])[O:21][B:20]([B:20]2[O:21][C:22]([CH3:24])([CH3:23])[C:18]([CH3:34])([CH3:17])[O:19]2)[O:19]1.O. Product: [CH3:11][C:3]1[CH:4]=[C:5]([CH:9]=[CH:10][C:2]=1[B:20]1[O:21][C:22]([CH3:24])([CH3:23])[C:18]([CH3:34])([CH3:17])[O:19]1)[C:6]([OH:8])=[O:7]. The catalyst class is: 274. (2) Reactant: Cl.[C:2]1([CH3:10])[CH:7]=[CH:6][CH:5]=[C:4]([NH:8]N)[CH:3]=1.[C:11]([OH:18])(=[O:17])[CH2:12][CH2:13][C:14]([CH3:16])=O.S(=O)(=O)(O)O. Product: [CH3:16][C:14]1[NH:8][C:4]2[C:5]([C:13]=1[CH2:12][C:11]([OH:18])=[O:17])=[CH:6][CH:7]=[C:2]([CH3:10])[CH:3]=2. The catalyst class is: 6. (3) Reactant: [Br:1][C:2]1[CH:7]=[CH:6][C:5]([N+:8]([O-:10])=[O:9])=[C:4](F)[CH:3]=1.[F:12][C:13]1[CH:14]=[C:15]([CH2:19][CH2:20][NH2:21])[CH:16]=[CH:17][CH:18]=1.C(=O)([O-])[O-].[K+].[K+]. Product: [Br:1][C:2]1[CH:7]=[CH:6][C:5]([N+:8]([O-:10])=[O:9])=[C:4]([CH:3]=1)[NH:21][CH2:20][CH2:19][C:15]1[CH:16]=[CH:17][CH:18]=[C:13]([F:12])[CH:14]=1. The catalyst class is: 42. (4) Reactant: [CH3:1][CH:2]([CH3:22])[CH2:3][CH2:4][O:5][C:6]1[N:14]=[C:13]2[C:9]([N:10]=[CH:11][N:12]2[CH:15]2[CH2:20][CH2:19][CH2:18][CH2:17][O:16]2)=[C:8]([NH2:21])[N:7]=1.C1C(=O)N([Br:30])C(=O)C1.C(Cl)Cl. Product: [Br:30][C:11]1[N:12]([CH:15]2[CH2:20][CH2:19][CH2:18][CH2:17][O:16]2)[C:13]2[C:9]([N:10]=1)=[C:8]([NH2:21])[N:7]=[C:6]([O:5][CH2:4][CH2:3][CH:2]([CH3:22])[CH3:1])[N:14]=2. The catalyst class is: 22. (5) Reactant: [Cl:1][C:2]1[C:3]([F:31])=[C:4]([CH:8]2[C:12]([C:15]3[CH:20]=[CH:19][C:18]([Cl:21])=[CH:17][C:16]=3[F:22])([C:13]#[N:14])[CH:11]([CH2:23][C:24]([CH3:27])([CH3:26])[CH3:25])[NH:10][CH:9]2[C:28](O)=[O:29])[CH:5]=[CH:6][CH:7]=1.[NH2:32][C:33]1[CH:38]=[CH:37][C:36]([C:39](=[O:41])[CH3:40])=[CH:35][CH:34]=1.CN(C(ON1N=NC2C=CC=NC1=2)=[N+](C)C)C.F[P-](F)(F)(F)(F)F.CCN(C(C)C)C(C)C. Product: [C:39]([C:36]1[CH:37]=[CH:38][C:33]([NH:32][C:28]([CH:9]2[CH:8]([C:4]3[CH:5]=[CH:6][CH:7]=[C:2]([Cl:1])[C:3]=3[F:31])[C:12]([C:15]3[CH:20]=[CH:19][C:18]([Cl:21])=[CH:17][C:16]=3[F:22])([C:13]#[N:14])[CH:11]([CH2:23][C:24]([CH3:25])([CH3:26])[CH3:27])[NH:10]2)=[O:29])=[CH:34][CH:35]=1)(=[O:41])[CH3:40]. The catalyst class is: 2.